Dataset: NCI-60 drug combinations with 297,098 pairs across 59 cell lines. Task: Regression. Given two drug SMILES strings and cell line genomic features, predict the synergy score measuring deviation from expected non-interaction effect. Drug 1: CC(C)NC(=O)C1=CC=C(C=C1)CNNC.Cl. Drug 2: CC12CCC3C(C1CCC2OP(=O)(O)O)CCC4=C3C=CC(=C4)OC(=O)N(CCCl)CCCl.[Na+]. Cell line: NCIH23. Synergy scores: CSS=8.79, Synergy_ZIP=-4.94, Synergy_Bliss=-7.19, Synergy_Loewe=-2.25, Synergy_HSA=-4.27.